From a dataset of Drug-target binding data from BindingDB using Ki measurements. Regression. Given a target protein amino acid sequence and a drug SMILES string, predict the binding affinity score between them. We predict pKi (pKi = -log10(Ki in M); higher means stronger inhibition). Dataset: bindingdb_ki. (1) The compound is CCc1c(C(=O)OC)ncc2[nH]c3cc(OC)c(OC)cc3c12. The target protein (P30191) has sequence MLLLLPWLFSLLWIENAQAQLEDEGNFYSENVSRILDNLLEGYDNRLRPGFGGAVTEVKTDIYVTSFGPVSDVEMEYTMDVFFRQTWTDERLKFKGPAEILSLNNLMVSKIWTPDTFFRNGKKSIAHNMTTPNKLFRLMHNGTILYTMRLTINADCPMRLVNFPMDGHACPLKFGSYAYPKSEIIYTWKKGPLYSVEVPEESSSLLQYDLIGQTVSSETIKSNTGEYVIMTVYFHLQRKMGYFMIQIYTPCIMTVILSQVSFWINKESVPARTVFGITTVLTMTTLSISARHSLPKVSYATAMDWFIAVCFAFVFSALIEFAAVNYFTNLQSQKAERQAQTAAKPPVAKSKTTESLEAEIVVHSDSKYHLKKRISSLTLPIVPSSEASKVLSRTPILPSTPVTPPLLLPAIGGTSKIDQYSRILFPVAFAGFNLVYWIVYLSKDTMEVSSTVE. The pKi is 6.9. (2) The compound is CC(C)C(c1ccc(OC(F)F)cc1)n1nc(CF)c2c(=O)[nH]c(N(C)C)nc21. The target protein sequence is MVLVLHHILIAVVQFLRRGQQVFLKPDEPPPPPPQPCADSLQDALLSLGSVIDISGLQRAVKEALSAVLPRVETVYTYLLDGESRLVCEDPPHELPQEGKVWEAIISQKRLGCNGLGLSDLPGKPLARLVAPLAPHTQVLVIPLVDKEAGAVAAVILVHCGQLSDNEEWSLQAVEKHTLVALRRVQALQQRRPSEAPRAVQNPPEGAVEDQKGGAAYTDRDRKILQLCGELYDLDASSLQLKVLQYLQQETRASRCCLLLVSEDSLQLSCKVMGDKVLGEEISFPLTGCLGQVVEDKKSIQLKDLTSEDVQQLQSMLGCELQAMLCVPVISRATDQVVALACAFNKLEGDLFTDQDEHVIQHCFHYTSTVLTSTLAFQKEQKLKCECQALLQVAKNLFTHLDDVSVLLQEIITEARNLSNAEICSVFLLDQNELVAKVFDGGVVDDESYEIRIPADQGIAGHVATTGQILNIPDAYAHPLFYRGVDDSTGFRTRNILCFP.... The pKi is 9.6.